Dataset: Catalyst prediction with 721,799 reactions and 888 catalyst types from USPTO. Task: Predict which catalyst facilitates the given reaction. The catalyst class is: 28. Reactant: [CH3:1][O:2][C:3](=[O:18])[C:4]1[CH:9]=[CH:8][C:7](OS(C(F)(F)F)(=O)=O)=[CH:6][CH:5]=1.C1COCC1.CN1CCCC1=O.[CH2:31]([Mg]Br)[CH2:32][CH2:33][CH2:34][CH2:35][CH3:36]. Product: [CH3:1][O:2][C:3](=[O:18])[C:4]1[CH:9]=[CH:8][C:7]([CH2:31][CH2:32][CH2:33][CH2:34][CH2:35][CH3:36])=[CH:6][CH:5]=1.